Dataset: Peptide-MHC class II binding affinity with 134,281 pairs from IEDB. Task: Regression. Given a peptide amino acid sequence and an MHC pseudo amino acid sequence, predict their binding affinity value. This is MHC class II binding data. (1) The peptide sequence is TPEAKFDSFVASLTE. The MHC is DRB1_0901 with pseudo-sequence DRB1_0901. The binding affinity (normalized) is 0.665. (2) The peptide sequence is IEGITLLNAKFFHMN. The MHC is HLA-DPA10103-DPB10201 with pseudo-sequence HLA-DPA10103-DPB10201. The binding affinity (normalized) is 0.561. (3) The peptide sequence is GVKGFTLGRDGHEKP. The MHC is HLA-DQA10102-DQB10501 with pseudo-sequence HLA-DQA10102-DQB10501. The binding affinity (normalized) is 0.228. (4) The MHC is DRB1_0401 with pseudo-sequence DRB1_0401. The peptide sequence is KMYFNLIDTKCYKLEHPV. The binding affinity (normalized) is 0.473. (5) The peptide sequence is EKKYFGATQFEPLAA. The MHC is HLA-DPA10201-DPB11401 with pseudo-sequence HLA-DPA10201-DPB11401. The binding affinity (normalized) is 0.492. (6) The peptide sequence is AAWGGSGSEAYQGVQ. The MHC is HLA-DQA10301-DQB10302 with pseudo-sequence HLA-DQA10301-DQB10302. The binding affinity (normalized) is 0.139. (7) The peptide sequence is DELMELSSDLEKLKQ. The MHC is DRB1_0101 with pseudo-sequence DRB1_0101. The binding affinity (normalized) is 0.447. (8) The peptide sequence is AAATAGTQVYGAFAA. The MHC is HLA-DQA10401-DQB10402 with pseudo-sequence HLA-DQA10401-DQB10402. The binding affinity (normalized) is 0.544. (9) The peptide sequence is GELQIVDKIDAAFRI. The MHC is DRB1_1302 with pseudo-sequence DRB1_1302. The binding affinity (normalized) is 0.784. (10) The peptide sequence is DDLLNRNNTFKPFAE. The MHC is DRB1_1101 with pseudo-sequence DRB1_1101. The binding affinity (normalized) is 0.190.